This data is from Catalyst prediction with 721,799 reactions and 888 catalyst types from USPTO. The task is: Predict which catalyst facilitates the given reaction. (1) Reactant: [Cl:1][S:2]([C:5]1[S:9][C:8]([CH3:10])=[C:7]([C:11](Cl)=[O:12])[CH:6]=1)(=[O:4])=[O:3].[Br:14][C:15]1[CH:16]=[C:17]([CH:19]=[CH:20][C:21]=1[F:22])[NH2:18]. Product: [Br:14][C:15]1[CH:16]=[C:17]([NH:18][C:11]([C:7]2[CH:6]=[C:5]([S:2]([Cl:1])(=[O:4])=[O:3])[S:9][C:8]=2[CH3:10])=[O:12])[CH:19]=[CH:20][C:21]=1[F:22]. The catalyst class is: 11. (2) The catalyst class is: 35. Product: [CH3:1][O:2][C:3]([C@@H:5]1[CH2:9][C@H:8]([N:22]=[N+:23]=[N-:24])[CH2:7][N:6]1[C:15]([O:17][C:18]([CH3:21])([CH3:20])[CH3:19])=[O:16])=[O:4]. Reactant: [CH3:1][O:2][C:3]([C@@H:5]1[CH2:9][C@@H:8](OS(C)(=O)=O)[CH2:7][N:6]1[C:15]([O:17][C:18]([CH3:21])([CH3:20])[CH3:19])=[O:16])=[O:4].[N-:22]=[N+:23]=[N-:24].[Na+]. (3) Reactant: CN(C(ON1N=NC2C=CC=NC1=2)=[N+](C)C)C.F[P-](F)(F)(F)(F)F.[O:25]=[C:26]1[CH2:29][CH:28]([C:30]([OH:32])=O)[CH2:27]1.N(CC)(CCC)CCC.O[N:43]=[C:44]([C:46]1[CH:47]=[CH:48][C:49]([CH3:64])=[C:50]([NH:52][C:53]([C:55]2[N:59]3[CH:60]=[CH:61][CH:62]=[CH:63][C:58]3=[N:57][CH:56]=2)=[O:54])[CH:51]=1)[NH2:45]. Product: [CH3:64][C:49]1[CH:48]=[CH:47][C:46]([C:44]2[N:43]=[C:30]([CH:28]3[CH2:27][C:26](=[O:25])[CH2:29]3)[O:32][N:45]=2)=[CH:51][C:50]=1[NH:52][C:53]([C:55]1[N:59]2[CH:60]=[CH:61][CH:62]=[CH:63][C:58]2=[N:57][CH:56]=1)=[O:54]. The catalyst class is: 3. (4) The catalyst class is: 190. Product: [NH2:1][C:4]1[CH:21]=[CH:20][CH:19]=[CH:18][C:5]=1[CH2:6][O:7][CH2:8][CH2:9][NH:10][C:11](=[O:17])[O:12][C:13]([CH3:16])([CH3:15])[CH3:14]. Reactant: [N+:1]([C:4]1[CH:21]=[CH:20][CH:19]=[CH:18][C:5]=1[CH2:6][O:7][CH2:8][CH2:9][NH:10][C:11](=[O:17])[O:12][C:13]([CH3:16])([CH3:15])[CH3:14])([O-])=O.[Cl-].[NH4+].C(OCC)(=O)C.